From a dataset of Experimentally validated miRNA-target interactions with 360,000+ pairs, plus equal number of negative samples. Binary Classification. Given a miRNA mature sequence and a target amino acid sequence, predict their likelihood of interaction. (1) The miRNA is hsa-miR-548ab with sequence AAAAGUAAUUGUGGAUUUUGCU. The protein sequence of the target gene is MRSSLAPGVWFFRAFSRDSWFRGLILLLTFLIYACYHMSRKPISIVKSRLHQNCSEQIKPINDTHSLNDTMWCSWAPFDKDNYKELLGGVDNAFLIAYAIGMFISGVFGERLPLRYYLSAGMLLSGLFTSLFGLGYFWNIHELWYFVVIQVCNGLVQTTGWPSVVTCVGNWFGKGKRGFIMGIWNSHTSVGNILGSLIAGIWVNGQWGLSFIVPGIITAVMGVITFLFLIEHPEDVDCAPPQHHGEPAENQDNPEDPGNSPCSIRESGLETVAKCSKGPCEEPAAISFFGALRIPGVVEF.... Result: 0 (no interaction). (2) The miRNA is hsa-miR-196b-3p with sequence UCGACAGCACGACACUGCCUUC. The protein sequence of the target gene is MMTSVSNDRCRGAREKPQMPTAHAAQSQKQVVQATAEQMRLAQVIFDKNDSDFEAKVKQLMEVTGKNQDECIVALHDCNGDVNKAINILLEGNSDTTSWETVGGKKKNFGRESSENKENREKRTEREASRGRGTNNRKGRGGNRVREFKGEENGIDCSQGDKPAERGKRARGRGFGRGRGRGTGRFSAQSMGTFNPADYSESMSTDGCGTKLAVWEAAQNGTDEGPEGLAKSHSMSQEPPSKSSYGLKGAWKNSVEEWTTEDWTEDLSETKVFTASSAPAENHVTPGHSIDLVALLHKPA.... Result: 0 (no interaction). (3) The miRNA is hsa-miR-4482-5p with sequence AACCCAGUGGGCUAUGGAAAUG. The protein sequence of the target gene is MAQWEMLQNLDSPFQDQLHQLYSHSLLPVDIRQYLAVWIEDQNWQEAALGSDDSKATMLFFHFLDQLNYECGRCSQDPESLLLQHNLRKFCRDIQPFSQDPTQLAEMIFNLLLEEKRILIQAQRAQLEQGEPVLETPVESQQHEIESRILDLRAMMEKLVKSISQLKDQQDVFCFRYKIQAKGKTPSLDPHQTKEQKILQETLNELDKRRKEVLDASKALLGRLTTLIELLLPKLEEWKAQQQKACIRAPIDHGLEQLETWFTAGAKLLFHLRQLLKELKGLSCLVSYQDDPLTKGVDLR.... Result: 1 (interaction). (4) The miRNA is hsa-miR-3689b-3p with sequence CUGGGAGGUGUGAUAUUGUGGU. The protein sequence of the target gene is MSGGTPYIGSKISLISKAEIRYEGILYTIDTENSTVALAKVRSFGTEDRPTDRPIPPRDEVFEYIIFRGSDIKDLTVCEPPKPQCSLPQDPAIVQSSLGSSSSSFQSVGSYGPFGRMPAYSQFSPSTLVGQQFGAVGVAGNSLTSFGTEASNSGTLSQSNAVGSAFTQDTRSVKPQLAQGRSSPQLDPLRKSPTMEQAVQTASAHLPAPAPVGRRSPVPARPLPPTSQKAIDNQEHRRAEVHKVPRPENEQLRNDKRQVVPGVPSAPRRGRGGHRGGRGRFGIRRDGPMKFEKDFDFESA.... Result: 0 (no interaction).